This data is from Catalyst prediction with 721,799 reactions and 888 catalyst types from USPTO. The task is: Predict which catalyst facilitates the given reaction. (1) Reactant: C(OC(=O)[NH:7][CH2:8][CH2:9][C:10](=[O:18])[NH:11][C:12]1[CH:17]=[CH:16][CH:15]=[CH:14][N:13]=1)(C)(C)C.[Si]([I:24])(C)(C)C.CO. Product: [IH:24].[NH2:7][CH2:8][CH2:9][C:10]([NH:11][C:12]1[CH:17]=[CH:16][CH:15]=[CH:14][N:13]=1)=[O:18]. The catalyst class is: 23. (2) Reactant: C(OC([N:8]1[C:16]2[C:11](=[CH:12][CH:13]=[C:14]([Br:17])[CH:15]=2)[CH:10]=[C:9]1[C:18]1[CH:23]=[C:22]([C:24]2[CH:29]=[CH:28][N:27]=[CH:26][CH:25]=2)[N:21]=[N:20][C:19]=1[O:30]C)=O)(C)(C)C.[OH-].[Na+]. Product: [Br:17][C:14]1[CH:15]=[C:16]2[C:11]([CH:10]=[C:9]([C:18]3[C:19](=[O:30])[NH:20][N:21]=[C:22]([C:24]4[CH:29]=[CH:28][N:27]=[CH:26][CH:25]=4)[CH:23]=3)[NH:8]2)=[CH:12][CH:13]=1. The catalyst class is: 8.